This data is from Forward reaction prediction with 1.9M reactions from USPTO patents (1976-2016). The task is: Predict the product of the given reaction. (1) The product is: [C:1]([O:5][C:6]([N:8]1[CH2:13][CH2:12][C@@H:11]([NH:14][S:15]([CH:18]([CH3:20])[CH3:19])(=[O:17])=[O:16])[C@H:10]([C:21]2[CH:22]=[CH:23][C:24]([C:27]3[CH:32]=[CH:31][CH:30]=[CH:29][C:28]=3[C:33](=[O:36])[NH2:34])=[CH:25][CH:26]=2)[CH2:9]1)=[O:7])([CH3:3])([CH3:4])[CH3:2]. Given the reactants [C:1]([O:5][C:6]([N:8]1[CH2:13][CH2:12][C@@H:11]([NH:14][S:15]([CH:18]([CH3:20])[CH3:19])(=[O:17])=[O:16])[C@H:10]([C:21]2[CH:26]=[CH:25][C:24]([C:27]3[CH:32]=[CH:31][CH:30]=[CH:29][C:28]=3[C:33]#[N:34])=[CH:23][CH:22]=2)[CH2:9]1)=[O:7])([CH3:4])([CH3:3])[CH3:2].C(O)(C(F)(F)F)=[O:36], predict the reaction product. (2) Given the reactants [CH:1]([C:3]1[CH:8]=[CH:7][C:6](B(O)O)=[CH:5][CH:4]=1)=[O:2].Br[C:13]1[S:21][C:20]2[C:15](=[N:16][CH:17]=[CH:18][C:19]=2[NH:22][C:23]2[CH:24]=[C:25]3[C:29](=[CH:30][CH:31]=2)[NH:28][CH:27]=[CH:26]3)[CH:14]=1, predict the reaction product. The product is: [NH:28]1[C:29]2[C:25](=[CH:24][C:23]([NH:22][C:19]3[CH:18]=[CH:17][N:16]=[C:15]4[CH:14]=[C:13]([C:6]5[CH:7]=[CH:8][C:3]([CH:1]=[O:2])=[CH:4][CH:5]=5)[S:21][C:20]=34)=[CH:31][CH:30]=2)[CH:26]=[CH:27]1. (3) The product is: [CH2:1]([C:3]1[C:11]2[C:6](=[CH:7][CH:8]=[CH:9][C:10]=2[NH:12][C:13]([C:15]2[N:19]3[CH:20]=[CH:21][C:22]([C:24]4[N:28]5[CH2:29][CH2:30][N:31]([CH3:43])[CH2:32][C:27]5=[N:26][CH:25]=4)=[CH:23][C:18]3=[N:17][CH:16]=2)=[O:14])[N:5]([CH2:33][C:34]2[CH:39]=[CH:38][CH:37]=[C:36]([CH3:40])[N:35]=2)[N:4]=1)[CH3:2]. Given the reactants [CH2:1]([C:3]1[C:11]2[C:6](=[CH:7][CH:8]=[CH:9][C:10]=2[NH:12][C:13]([C:15]2[N:19]3[CH:20]=[CH:21][C:22]([C:24]4[N:28]5[CH2:29][CH2:30][NH:31][CH2:32][C:27]5=[N:26][CH:25]=4)=[CH:23][C:18]3=[N:17][CH:16]=2)=[O:14])[N:5]([CH2:33][C:34]2[CH:39]=[CH:38][CH:37]=[C:36]([CH3:40])[N:35]=2)[N:4]=1)[CH3:2].[BH-](OC(C)=O)(OC(C)=O)O[C:43](C)=O.[Na+].C=O, predict the reaction product. (4) The product is: [C:12]([C@H:16]1[CH2:21][CH2:20][C@H:19]([O:22][C:23]2[CH:24]=[C:25]3[C:30](=[CH:31][CH:32]=2)[CH:29]=[C:28]([C:33]([N+:35]([O-:37])=[O:36])([CH3:34])[CH2:40][CH2:39][C:38]([O:42][CH3:43])=[O:41])[CH:27]=[CH:26]3)[CH2:18][CH2:17]1)([CH3:13])([CH3:14])[CH3:15]. Given the reactants C(=O)([O-])[O-].[K+].[K+].CN(C)C=O.[C:12]([CH:16]1[CH2:21][CH2:20][CH:19]([O:22][C:23]2[CH:32]=[CH:31][C:30]3[C:25](=[CH:26][CH:27]=[C:28]([CH:33]([N+:35]([O-:37])=[O:36])[CH3:34])[CH:29]=3)[CH:24]=2)[CH2:18][CH2:17]1)([CH3:15])([CH3:14])[CH3:13].[C:38]([O:42][CH3:43])(=[O:41])[CH:39]=[CH2:40].[Cl-].[NH4+], predict the reaction product. (5) Given the reactants Br[C:2]1[CH:7]=[CH:6][C:5]([N:8]2[CH:12]=[CH:11][N:10]=[C:9]2[CH3:13])=[CH:4][CH:3]=1.[CH3:14][C:15]1([CH3:31])[C:19]([CH3:21])([CH3:20])[O:18][B:17]([B:17]2[O:18][C:19]([CH3:21])([CH3:20])[C:15]([CH3:31])([CH3:14])[O:16]2)[O:16]1.CC([O-])=O.[K+], predict the reaction product. The product is: [CH3:13][C:9]1[N:8]([C:5]2[CH:6]=[CH:7][C:2]([B:17]3[O:18][C:19]([CH3:21])([CH3:20])[C:15]([CH3:31])([CH3:14])[O:16]3)=[CH:3][CH:4]=2)[CH:12]=[CH:11][N:10]=1.